This data is from Peptide-MHC class I binding affinity with 185,985 pairs from IEDB/IMGT. The task is: Regression. Given a peptide amino acid sequence and an MHC pseudo amino acid sequence, predict their binding affinity value. This is MHC class I binding data. (1) The peptide sequence is SFYYIWKSY. The MHC is HLA-A11:01 with pseudo-sequence HLA-A11:01. The binding affinity (normalized) is 0.185. (2) The peptide sequence is RTAGMIIMLI. The MHC is HLA-A68:02 with pseudo-sequence HLA-A68:02. The binding affinity (normalized) is 0.619.